From a dataset of Full USPTO retrosynthesis dataset with 1.9M reactions from patents (1976-2016). Predict the reactants needed to synthesize the given product. (1) Given the product [Cl:14][C:7]1[N:8]=[CH:9][C:10]([CH2:12][CH3:13])=[CH:11][C:6]=1[C:5]([OH:15])=[O:4], predict the reactants needed to synthesize it. The reactants are: [Li+].[OH-].C[O:4][C:5](=[O:15])[C:6]1[CH:11]=[C:10]([CH2:12][CH3:13])[CH:9]=[N:8][C:7]=1[Cl:14].ClCCl.Cl. (2) Given the product [C:23]([O:22][C:20]([C:8]1[NH:9][C:10]2[CH2:11][CH2:12][CH2:13][N:14]([CH2:15][CH2:16][N:17]([CH3:19])[CH3:18])[C:4](=[O:3])[C:6]=2[C:7]=1[CH3:27])=[O:21])([CH3:26])([CH3:25])[CH3:24], predict the reactants needed to synthesize it. The reactants are: C([O:3][C:4]([C:6]1[C:7]([CH3:27])=[C:8]([C:20]([O:22][C:23]([CH3:26])([CH3:25])[CH3:24])=[O:21])[NH:9][C:10]=1[CH2:11][CH2:12][CH2:13][NH:14][CH2:15][CH2:16][N:17]([CH3:19])[CH3:18])=O)C.C[Al](C)C. (3) Given the product [F:16][C:17]1[C:22]([C:2]2[C:11]3[C:6](=[CH:7][C:8]([O:14][CH3:15])=[C:9]([O:12][CH3:13])[CH:10]=3)[N:5]=[CH:4][N:3]=2)=[CH:21][CH:20]=[CH:19][N:18]=1, predict the reactants needed to synthesize it. The reactants are: Cl[C:2]1[C:11]2[C:6](=[CH:7][C:8]([O:14][CH3:15])=[C:9]([O:12][CH3:13])[CH:10]=2)[N:5]=[CH:4][N:3]=1.[F:16][C:17]1[C:22](B(O)O)=[CH:21][CH:20]=[CH:19][N:18]=1.C([O-])(O)=O.[Na+]. (4) Given the product [C:1]([O:5][C:6]([N:8]1[CH2:12][CH:11]([O:13][C:14]2[C:23]3[C:18](=[CH:19][C:20]([O:24][CH3:25])=[CH:21][CH:22]=3)[CH:17]=[CH:16][N:15]=2)[CH2:10][CH:9]1[C:26](=[O:36])[NH:27][C:28]1([C:33]([NH:45][S:44]([O:43][C:40]2([CH:37]([CH3:39])[CH3:38])[CH2:42][CH2:41]2)(=[O:47])=[O:46])=[O:35])[CH2:30][CH:29]1[CH2:31][CH3:32])=[O:7])([CH3:4])([CH3:2])[CH3:3], predict the reactants needed to synthesize it. The reactants are: [C:1]([O:5][C:6]([N:8]1[CH2:12][CH:11]([O:13][C:14]2[C:23]3[C:18](=[CH:19][C:20]([O:24][CH3:25])=[CH:21][CH:22]=3)[CH:17]=[CH:16][N:15]=2)[CH2:10][CH:9]1[C:26](=[O:36])[NH:27][C:28]1([C:33]([OH:35])=O)[CH2:30][CH:29]1[CH2:31][CH3:32])=[O:7])([CH3:4])([CH3:3])[CH3:2].[CH:37]([C:40]1([O:43][S:44](=[O:47])(=[O:46])[NH2:45])[CH2:42][CH2:41]1)([CH3:39])[CH3:38]. (5) Given the product [CH3:1][C:2]1[C:3]2[CH:4]=[C:5]([OH:35])[CH:6]=[CH:7][C:8]=2[N:9]([CH2:18][C:19]2[CH:24]=[CH:23][C:22]([O:25][CH2:26][CH2:27][N:28]3[CH2:29][CH2:30][CH2:31][CH2:32][CH2:33][CH2:34]3)=[CH:21][CH:20]=2)[C:10]=1[C:11]1[CH:12]=[CH:13][C:14]([OH:17])=[CH:15][CH:16]=1.[CH3:44][C:43]([OH:46])=[O:45], predict the reactants needed to synthesize it. The reactants are: [CH3:1][C:2]1[C:3]2[CH:4]=[C:5]([OH:35])[CH:6]=[CH:7][C:8]=2[N:9]([CH2:18][C:19]2[CH:20]=[CH:21][C:22]([O:25][CH2:26][CH2:27][N:28]3[CH2:34][CH2:33][CH2:32][CH2:31][CH2:30][CH2:29]3)=[CH:23][CH:24]=2)[C:10]=1[C:11]1[CH:12]=[CH:13][C:14]([OH:17])=[CH:15][CH:16]=1.C1(C)C=CC=CC=1.[C:43]([OH:46])(=[O:45])[CH3:44]. (6) Given the product [CH2:59]([N:58]([CH2:61][CH3:62])[CH2:57][CH2:56][CH2:55][O:50][C:47]1[CH:48]=[C:49]2[C:44](=[CH:45][C:46]=1[O:51][CH3:52])[N:43]=[CH:42][CH:41]=[C:40]2[O:39][C:36]1[CH:37]=[CH:38][C:33]([NH:32][C:30]([C:27]2([C:25]([NH:24][C:21]3[CH:22]=[CH:23][C:18]([F:17])=[CH:19][CH:20]=3)=[O:26])[CH2:28][CH2:29]2)=[O:31])=[CH:34][C:35]=1[F:53])[CH3:60], predict the reactants needed to synthesize it. The reactants are: FC1C=CC(NC(C2(C(N)=O)CC2)=O)=CC=1.[F:17][C:18]1[CH:23]=[CH:22][C:21]([NH:24][C:25]([C:27]2([C:30]([NH:32][C:33]3[CH:38]=[CH:37][C:36]([O:39][C:40]4[C:49]5[C:44](=[CH:45][C:46]([O:51][CH3:52])=[C:47]([OH:50])[CH:48]=5)[N:43]=[CH:42][CH:41]=4)=[C:35]([F:53])[CH:34]=3)=[O:31])[CH2:29][CH2:28]2)=[O:26])=[CH:20][CH:19]=1.O[CH2:55][CH2:56][CH2:57][N:58]([CH2:61][CH3:62])[CH2:59][CH3:60].C1(P(C2C=CC=CC=2)C2C=CC=CC=2)C=CC=CC=1.CC(OC(/N=N/C(OC(C)C)=O)=O)C. (7) Given the product [NH2:1][C:2]1[N:7]([C:8]2[C:22]([F:23])=[CH:21][C:11]([O:12][CH2:13][CH2:14][CH2:15][NH:44][C@@H:43]([CH2:45][CH:46]([CH3:47])[CH3:48])[C:42]([O:41][CH:36]3[CH2:37][CH2:38][CH2:39][CH2:40]3)=[O:49])=[CH:10][C:9]=2[F:24])[C:6](=[O:25])[CH:5]=[CH:4][C:3]=1[C:26](=[O:35])[C:27]1[CH:32]=[CH:31][C:30]([F:33])=[C:29]([CH3:34])[CH:28]=1, predict the reactants needed to synthesize it. The reactants are: [NH2:1][C:2]1[N:7]([C:8]2[C:22]([F:23])=[CH:21][C:11]([O:12][CH2:13][CH2:14][CH2:15]OS(C)(=O)=O)=[CH:10][C:9]=2[F:24])[C:6](=[O:25])[CH:5]=[CH:4][C:3]=1[C:26](=[O:35])[C:27]1[CH:32]=[CH:31][C:30]([F:33])=[C:29]([CH3:34])[CH:28]=1.[CH:36]1([O:41][C:42](=[O:49])[C@H:43]([CH2:45][CH:46]([CH3:48])[CH3:47])[NH2:44])[CH2:40][CH2:39][CH2:38][CH2:37]1.